From a dataset of Forward reaction prediction with 1.9M reactions from USPTO patents (1976-2016). Predict the product of the given reaction. (1) Given the reactants [NH2:1][C:2]1[C:10]([NH2:11])=[CH:9][C:8]([Cl:12])=[CH:7][C:3]=1[C:4]([NH2:6])=[O:5].[C:13]([C:16]1[CH:21]=[CH:20][C:19]([CH:22]2[CH2:27][CH2:26][N:25]([C:28]([O:30][C:31]([CH3:34])([CH3:33])[CH3:32])=[O:29])[CH2:24][CH2:23]2)=[CH:18][CH:17]=1)(O)=[O:14].ON1C2C=CC=CC=2N=N1.F[P-](F)(F)(F)(F)F.N1(O[P+](N2CCCC2)(N2CCCC2)N2CCCC2)C2C=CC=CC=2N=N1.C(N(C(C)C)CC)(C)C, predict the reaction product. The product is: [NH2:1][C:2]1[C:3]([C:4](=[O:5])[NH2:6])=[CH:7][C:8]([Cl:12])=[CH:9][C:10]=1[NH:11][C:13]([C:16]1[CH:21]=[CH:20][C:19]([CH:22]2[CH2:23][CH2:24][N:25]([C:28]([O:30][C:31]([CH3:34])([CH3:33])[CH3:32])=[O:29])[CH2:26][CH2:27]2)=[CH:18][CH:17]=1)=[O:14]. (2) Given the reactants C(OC([N:8]1[CH2:13][CH2:12][CH:11]([C:14]2[C:15]([CH2:23][CH3:24])=[N:16][N:17]3[CH2:22][CH2:21][CH2:20][CH2:19][C:18]=23)[CH2:10][CH2:9]1)=O)(C)(C)C.[ClH:25], predict the reaction product. The product is: [ClH:25].[CH2:23]([C:15]1[C:14]([CH:11]2[CH2:10][CH2:9][NH:8][CH2:13][CH2:12]2)=[C:18]2[CH2:19][CH2:20][CH2:21][CH2:22][N:17]2[N:16]=1)[CH3:24]. (3) Given the reactants [CH3:1][O:2][C:3](=[O:16])[C:4]([C:12]([O:14][CH3:15])=[O:13])=[C:5]([C:7]([O:9][CH2:10][CH3:11])=[O:8])[CH3:6].CO[CH:19](OC)[N:20]([CH3:22])[CH3:21].CN(C=O)C, predict the reaction product. The product is: [CH3:15][O:14][C:12](=[O:13])[C:4]([C:3]([O:2][CH3:1])=[O:16])=[C:5]([C:7]([O:9][CH2:10][CH3:11])=[O:8])[CH:6]=[CH:19][N:20]([CH3:22])[CH3:21]. (4) Given the reactants [Br:1][C:2]1[CH:3]=[C:4]([OH:8])[CH:5]=[CH:6][CH:7]=1.[O:9]1[CH:14]=[CH:13][CH2:12][CH2:11][CH2:10]1.[OH-].[Na+], predict the reaction product. The product is: [Br:1][C:2]1[CH:3]=[C:4]([CH:5]=[CH:6][CH:7]=1)[O:8][CH:10]1[CH2:11][CH2:12][CH2:13][CH2:14][O:9]1.